This data is from NCI-60 drug combinations with 297,098 pairs across 59 cell lines. The task is: Regression. Given two drug SMILES strings and cell line genomic features, predict the synergy score measuring deviation from expected non-interaction effect. (1) Drug 1: C1CC(C1)(C(=O)O)C(=O)O.[NH2-].[NH2-].[Pt+2]. Drug 2: CCC1(C2=C(COC1=O)C(=O)N3CC4=CC5=C(C=CC(=C5CN(C)C)O)N=C4C3=C2)O.Cl. Cell line: UACC-257. Synergy scores: CSS=7.10, Synergy_ZIP=-3.11, Synergy_Bliss=-1.08, Synergy_Loewe=-5.42, Synergy_HSA=-1.27. (2) Drug 1: CC(CN1CC(=O)NC(=O)C1)N2CC(=O)NC(=O)C2. Synergy scores: CSS=59.0, Synergy_ZIP=-2.57, Synergy_Bliss=-6.01, Synergy_Loewe=-16.0, Synergy_HSA=-5.26. Cell line: HCC-2998. Drug 2: CC=C1C(=O)NC(C(=O)OC2CC(=O)NC(C(=O)NC(CSSCCC=C2)C(=O)N1)C(C)C)C(C)C. (3) Drug 1: CN(C)N=NC1=C(NC=N1)C(=O)N. Drug 2: CC(C)(C#N)C1=CC(=CC(=C1)CN2C=NC=N2)C(C)(C)C#N. Cell line: SK-MEL-28. Synergy scores: CSS=-1.91, Synergy_ZIP=0.518, Synergy_Bliss=-3.92, Synergy_Loewe=-4.07, Synergy_HSA=-5.69. (4) Drug 1: CC1OCC2C(O1)C(C(C(O2)OC3C4COC(=O)C4C(C5=CC6=C(C=C35)OCO6)C7=CC(=C(C(=C7)OC)O)OC)O)O. Drug 2: CN(CCCl)CCCl.Cl. Cell line: 786-0. Synergy scores: CSS=34.4, Synergy_ZIP=-11.2, Synergy_Bliss=-3.44, Synergy_Loewe=-3.32, Synergy_HSA=-0.508.